Dataset: Full USPTO retrosynthesis dataset with 1.9M reactions from patents (1976-2016). Task: Predict the reactants needed to synthesize the given product. Given the product [CH2:1]([N:3]1[CH:7]=[C:6]([C:8]2[CH:13]=[CH:12][N:11]=[C:10]3[NH:14][CH:15]=[CH:16][C:9]=23)[C:5]([C:17]2[CH:23]=[CH:22][C:20]([NH:21][C:30](=[O:31])[CH2:29][C:27]3[S:26][CH:25]=[CH:24][CH:28]=3)=[CH:19][CH:18]=2)=[N:4]1)[CH3:2], predict the reactants needed to synthesize it. The reactants are: [CH2:1]([N:3]1[CH:7]=[C:6]([C:8]2[CH:13]=[CH:12][N:11]=[C:10]3[NH:14][CH:15]=[CH:16][C:9]=23)[C:5]([C:17]2[CH:23]=[CH:22][C:20]([NH2:21])=[CH:19][CH:18]=2)=[N:4]1)[CH3:2].[CH:24]1[CH:28]=[C:27]([CH2:29][C:30](Cl)=[O:31])[S:26][CH:25]=1.